This data is from Forward reaction prediction with 1.9M reactions from USPTO patents (1976-2016). The task is: Predict the product of the given reaction. (1) Given the reactants [C:1]1(=O)[C:10]2[C:5](=[CH:6][CH:7]=[CH:8][CH:9]=2)[C:4](=[O:11])[CH:3]=[CH:2]1.[CH3:13][S-:14].[Na+].[Cl-].[Na+], predict the reaction product. The product is: [CH3:1][C:2]1[C:13](=[S:14])[C:6]2[C:5]([C:4](=[O:11])[CH:3]=1)=[CH:10][CH:9]=[CH:8][CH:7]=2. (2) Given the reactants [Br:1][C:2]1[S:6][C:5]([S:7](Cl)(=[O:9])=[O:8])=[CH:4][CH:3]=1.C(N(CC)CC)C.[CH3:18][N:19]1[CH2:24][CH2:23][NH:22][CH2:21][CH2:20]1, predict the reaction product. The product is: [Br:1][C:2]1[S:6][C:5]([S:7]([N:22]2[CH2:23][CH2:24][N:19]([CH3:18])[CH2:20][CH2:21]2)(=[O:9])=[O:8])=[CH:4][CH:3]=1. (3) Given the reactants Cl[C:2]1[N:10]=[C:9]2[C:5]([N:6]=[CH:7][N:8]2[CH:11]([CH3:13])[CH3:12])=[C:4]([NH:14][CH2:15][CH2:16][C:17]2[CH:22]=[CH:21][C:20]([OH:23])=[CH:19][CH:18]=2)[N:3]=1.B(O)(O)[C:25]1[C:33]2[C:28](=[CH:29][CH:30]=[CH:31][CH:32]=2)[S:27][CH:26]=1.C(=O)([O-])[O-].[K+].[K+], predict the reaction product. The product is: [S:27]1[CH:26]=[C:25]([C:2]2[N:10]=[C:9]3[C:5]([N:6]=[CH:7][N:8]3[CH:11]([CH3:13])[CH3:12])=[C:4]([NH:14][CH2:15][CH2:16][C:17]3[CH:22]=[CH:21][C:20]([OH:23])=[CH:19][CH:18]=3)[N:3]=2)[C:33]2[CH:32]=[CH:31][CH:30]=[CH:29][C:28]1=2. (4) Given the reactants [Cl:1][C:2]1[C:7]([NH:8][C:9](=O)OC(C)(C)C)=[CH:6][C:5]([F:16])=[CH:4][N:3]=1.F[C:18](F)(F)[C:19](O)=O.C(=O)([O-])[O-].[Na+].[Na+].N1C=CC=CC=1C1C=CC=CN=1.C1(B(O)O)CC1, predict the reaction product. The product is: [Cl:1][C:2]1[C:7]([NH:8][CH:9]2[CH2:19][CH2:18]2)=[CH:6][C:5]([F:16])=[CH:4][N:3]=1. (5) Given the reactants Cl[C:2]1[N:7]=[C:6]([Cl:8])[N:5]=[CH:4][N:3]=1.C([O-])([O-])=O.[K+].[K+].[N:15]1[CH:20]=[CH:19][CH:18]=[CH:17][C:16]=1[CH2:21][N:22]1[C:30]2[C:25](=[CH:26][C:27]([NH2:31])=[CH:28][CH:29]=2)[CH:24]=[N:23]1, predict the reaction product. The product is: [Cl:8][C:6]1[N:5]=[CH:4][N:3]=[C:2]([NH:31][C:27]2[CH:26]=[C:25]3[C:30](=[CH:29][CH:28]=2)[N:22]([CH2:21][C:16]2[CH:17]=[CH:18][CH:19]=[CH:20][N:15]=2)[N:23]=[CH:24]3)[N:7]=1. (6) Given the reactants [C:1](N1C=CN=C1)([N:3]1C=CN=C1)=O.ClC1C=CC=C(Cl)C=1[C:16]([NH:18][C:19]1[CH:24]=[CH:23][CH:22]=[C:21]([C:25]2[N:26]=[C:27]3[N:31]([C:32]=2[C:33]2[CH:38]=[CH:37][N:36]=[C:35]([NH:39][C:40]4[CH:45]=[CH:44][C:43]([N:46]5[CH2:51][CH2:50]N(CC)[CH2:48][CH2:47]5)=[CH:42][CH:41]=4)[N:34]=2)[CH:30]=[CH:29][S:28]3)[CH:20]=1)=[O:17].F[C:60]1[CH:61]=[C:62]([CH2:67][OH:68])[CH:63]=[C:64](F)[CH:65]=1.C(Cl)(Cl)=[O:70], predict the reaction product. The product is: [N:46]1([C:43]2[CH:44]=[CH:45][C:40]([NH:39][C:35]3[N:34]=[C:33]([C:32]4[N:31]5[C:27]([S:28][CH:29]=[CH:30]5)=[N:26][C:25]=4[C:21]4[CH:20]=[C:19]([NH:18][C:16](=[O:17])[O:68][CH2:67][C:62]5[CH:63]=[CH:64][CH:65]=[C:60]([C:1]#[N:3])[CH:61]=5)[CH:24]=[CH:23][CH:22]=4)[CH:38]=[CH:37][N:36]=3)=[CH:41][CH:42]=2)[CH2:51][CH2:50][O:70][CH2:48][CH2:47]1. (7) Given the reactants [Cl:1][C:2]1[CH:3]=[C:4]2[O:8][C:7]([C:9]3[CH:14]=[CH:13][CH:12]=[CH:11][CH:10]=3)=[N:6][C:5]2=[C:15]([C:17]([OH:19])=O)[CH:16]=1.[NH2:20][CH:21]1[CH2:26][CH2:25][N:24]([CH3:27])[CH2:23][CH2:22]1, predict the reaction product. The product is: [CH3:27][N:24]1[CH2:25][CH2:26][CH:21]([NH:20][C:17]([C:15]2[CH:16]=[C:2]([Cl:1])[CH:3]=[C:4]3[O:8][C:7]([C:9]4[CH:10]=[CH:11][CH:12]=[CH:13][CH:14]=4)=[N:6][C:5]=23)=[O:19])[CH2:22][CH2:23]1. (8) Given the reactants [C:1]1([C:11](Cl)=[O:12])[C:10]2[C:5](=[CH:6][CH:7]=[CH:8][CH:9]=2)[CH:4]=[CH:3][CH:2]=1.[Cl-].[Al+3].[Cl-].[Cl-].Cl, predict the reaction product. The product is: [C:1]1([C:11]([C:1]2[CH:10]=[CH:5][CH:4]=[CH:3][CH:2]=2)=[O:12])[C:10]2[C:5](=[CH:6][CH:7]=[CH:8][CH:9]=2)[CH:4]=[CH:3][CH:2]=1. (9) Given the reactants Cl[C:2]1[CH:7]=[CH:6][CH:5]=[C:4]([C:8]([F:11])([F:10])[F:9])[N:3]=1.C([O-])([O-])=O.[Cs+].[Cs+].[C:18]([NH:21][C:22]1[N:26]([C@@H:27]2[CH2:32][CH2:31][CH2:30][N:29]([C:33]([O:35][CH2:36][C:37]3[CH:42]=[CH:41][CH:40]=[CH:39][CH:38]=3)=[O:34])[CH2:28]2)[N:25]=[C:24]([C:43]2[CH:48]=[CH:47][C:46]([OH:49])=[CH:45][CH:44]=2)[C:23]=1[C:50]#[N:51])(=[O:20])[CH3:19].O.C(OCC)(=O)C, predict the reaction product. The product is: [C:18]([NH:21][C:22]1[N:26]([C@@H:27]2[CH2:32][CH2:31][CH2:30][N:29]([C:33]([O:35][CH2:36][C:37]3[CH:42]=[CH:41][CH:40]=[CH:39][CH:38]=3)=[O:34])[CH2:28]2)[N:25]=[C:24]([C:43]2[CH:44]=[CH:45][C:46]([O:49][C:2]3[CH:7]=[CH:6][CH:5]=[C:4]([C:8]([F:11])([F:10])[F:9])[N:3]=3)=[CH:47][CH:48]=2)[C:23]=1[C:50]#[N:51])(=[O:20])[CH3:19].